From a dataset of Full USPTO retrosynthesis dataset with 1.9M reactions from patents (1976-2016). Predict the reactants needed to synthesize the given product. Given the product [Cl:16][C:17]1[CH:22]=[C:21]([O:23][CH2:24][CH:25]=[C:26]([Cl:28])[Cl:27])[CH:20]=[C:19]([Cl:29])[C:18]=1[O:30][CH2:11][CH:9]([OH:10])[CH2:8][O:7][C:6]1[CH:12]=[CH:13][C:3]([C:2]([F:1])([F:14])[F:15])=[CH:4][CH:5]=1, predict the reactants needed to synthesize it. The reactants are: [F:1][C:2]([F:15])([F:14])[C:3]1[CH:13]=[CH:12][C:6]([O:7][CH2:8][CH:9]2[CH2:11][O:10]2)=[CH:5][CH:4]=1.[Cl:16][C:17]1[CH:22]=[C:21]([O:23][CH2:24][CH:25]=[C:26]([Cl:28])[Cl:27])[CH:20]=[C:19]([Cl:29])[C:18]=1[OH:30].C1(C)C=CC=CC=1.